This data is from Catalyst prediction with 721,799 reactions and 888 catalyst types from USPTO. The task is: Predict which catalyst facilitates the given reaction. (1) Reactant: C([O:4][C@@H:5]1[C@@H:10]([O:11]C(=O)C)[C@H:9]([O:15]C(=O)C)[C@H:8]([O:19][CH3:20])[O:7][C@H:6]1[C:21]1[CH:26]=[CH:25][C:24]([Cl:27])=[C:23]([CH2:28][C:29]2[CH:38]=[CH:37][C:32]3[O:33][CH2:34][CH2:35][O:36][C:31]=3[CH:30]=2)[CH:22]=1)(=O)C.C[O-].[Na+]. Product: [Cl:27][C:24]1[CH:25]=[CH:26][C:21]([C@H:6]2[C@H:5]([OH:4])[C@@H:10]([OH:11])[C@H:9]([OH:15])[C@H:8]([O:19][CH3:20])[O:7]2)=[CH:22][C:23]=1[CH2:28][C:29]1[CH:38]=[CH:37][C:32]2[O:33][CH2:34][CH2:35][O:36][C:31]=2[CH:30]=1. The catalyst class is: 5. (2) Product: [CH:1]1([C:4]2[CH:9]=[CH:8][C:7]([NH2:10])=[C:6]([F:13])[CH:5]=2)[CH2:3][CH2:2]1. The catalyst class is: 45. Reactant: [CH:1]1([C:4]2[CH:9]=[CH:8][C:7]([N+:10]([O-])=O)=[C:6]([F:13])[CH:5]=2)[CH2:3][CH2:2]1. (3) Reactant: [H-].[Na+].[Cl:3][C:4]1[CH:5]=[C:6]([OH:11])[CH:7]=[CH:8][C:9]=1[Cl:10].[C:12]1(=[O:16])[O:15][CH2:14][CH2:13]1.Cl. Product: [Cl:3][C:4]1[CH:5]=[C:6]([CH:7]=[CH:8][C:9]=1[Cl:10])[O:11][CH2:14][CH2:13][C:12]([OH:16])=[O:15]. The catalyst class is: 3.